From a dataset of Forward reaction prediction with 1.9M reactions from USPTO patents (1976-2016). Predict the product of the given reaction. (1) Given the reactants [Cl:1][C:2]1[CH:3]=[C:4]([CH2:13]O)[CH:5]=[N:6][C:7]=1[O:8][CH2:9][CH:10]([F:12])[F:11].[C:15]1(=[O:25])[NH:19][C:18](=[O:20])[C:17]2=[CH:21][CH:22]=[CH:23][CH:24]=[C:16]12.N(C(OC(C)(C)C)=O)=NC(OC(C)(C)C)=O.C1(P(C2C=CC=CC=2)C2C=CC=CC=2)C=CC=CC=1, predict the reaction product. The product is: [Cl:1][C:2]1[CH:3]=[C:4]([CH2:13][N:19]2[C:15](=[O:25])[C:16]3[C:17](=[CH:21][CH:22]=[CH:23][CH:24]=3)[C:18]2=[O:20])[CH:5]=[N:6][C:7]=1[O:8][CH2:9][CH:10]([F:11])[F:12]. (2) Given the reactants SCC(OCC)=O.[H-].[Na+].[H][H].[C:12]([C:20]1[C:21]([S:26][CH2:27][C:28]([O:30][CH2:31][CH3:32])=[O:29])=[N:22][CH:23]=[CH:24][CH:25]=1)(=O)[C:13]1[CH:18]=[CH:17][CH:16]=[CH:15][CH:14]=1, predict the reaction product. The product is: [C:13]1([C:12]2[C:20]3[C:21](=[N:22][CH:23]=[CH:24][CH:25]=3)[S:26][C:27]=2[C:28]([O:30][CH2:31][CH3:32])=[O:29])[CH:18]=[CH:17][CH:16]=[CH:15][CH:14]=1. (3) Given the reactants [C:1]([O:5][C:6]([NH:8][C@:9]([CH3:32])([CH2:12][CH2:13][C:14]1[N:15]([CH3:31])[C:16]([C:19](=[O:30])[CH2:20][CH2:21][CH2:22][CH2:23][C:24]2[CH:29]=[CH:28][CH:27]=[CH:26][CH:25]=2)=[CH:17][CH:18]=1)[CH2:10][OH:11])=[O:7])([CH3:4])([CH3:3])[CH3:2].N1C=NN=N1.C(N(C(C)C)[P:42]([O:47][CH2:48][CH:49]=[CH2:50])[O:43][CH2:44][CH:45]=[CH2:46])(C)C.C([O:58]O)(C)(C)C.CCCCCCCCCC.S([O-])([O-])=O.[Na+].[Na+], predict the reaction product. The product is: [P:42]([O:43][CH2:44][CH:45]=[CH2:46])([O:47][CH2:48][CH:49]=[CH2:50])([O:11][CH2:10][C@@:9]([NH:8][C:6]([O:5][C:1]([CH3:4])([CH3:3])[CH3:2])=[O:7])([CH3:32])[CH2:12][CH2:13][C:14]1[N:15]([CH3:31])[C:16]([C:19](=[O:30])[CH2:20][CH2:21][CH2:22][CH2:23][C:24]2[CH:25]=[CH:26][CH:27]=[CH:28][CH:29]=2)=[CH:17][CH:18]=1)=[O:58]. (4) Given the reactants [CH:1]1([C:7]2[C:15]3[C:14](=[O:16])[NH:13][C:12]([C:17]4[CH:22]=[CH:21][C:20]([S:23]([N:26]5[CH2:31][CH2:30][CH:29]([C:32]([O:34]CC)=[O:33])[CH2:28][CH2:27]5)(=[O:25])=[O:24])=[CH:19][C:18]=4[O:37][CH3:38])=[N:11][C:10]=3[N:9]([CH3:39])[N:8]=2)[CH2:6][CH2:5][CH2:4][CH2:3][CH2:2]1.[OH-].[Na+], predict the reaction product. The product is: [CH:1]1([C:7]2[C:15]3[C:14](=[O:16])[NH:13][C:12]([C:17]4[CH:22]=[CH:21][C:20]([S:23]([N:26]5[CH2:27][CH2:28][CH:29]([C:32]([OH:34])=[O:33])[CH2:30][CH2:31]5)(=[O:25])=[O:24])=[CH:19][C:18]=4[O:37][CH3:38])=[N:11][C:10]=3[N:9]([CH3:39])[N:8]=2)[CH2:2][CH2:3][CH2:4][CH2:5][CH2:6]1. (5) Given the reactants C(=O)([O-])[O-].[Na+].[Na+].COCCOC.Br[C:14]1[CH:15]=[N:16][CH:17]=[N:18][CH:19]=1.[C:20]([O:24][C:25]([N:27]1[C:35]2[C:30](=[CH:31][CH:32]=[C:33]([O:36][CH3:37])[CH:34]=2)[CH:29]=[C:28]1B(O)O)=[O:26])([CH3:23])([CH3:22])[CH3:21], predict the reaction product. The product is: [CH3:37][O:36][C:33]1[CH:34]=[C:35]2[C:30]([CH:29]=[C:28]([C:14]3[CH:15]=[N:16][CH:17]=[N:18][CH:19]=3)[N:27]2[C:25]([O:24][C:20]([CH3:23])([CH3:22])[CH3:21])=[O:26])=[CH:31][CH:32]=1. (6) Given the reactants [CH3:1][C:2]1[S:6][C:5]([C:7]2[CH:8]=[CH:9][C:10]3[NH:11][C:12]4[C:17]([C:18]=3[CH:19]=2)=[CH:16][C:15]([C:20]2[S:21][C:22]([CH3:25])=[CH:23][CH:24]=2)=[CH:14][CH:13]=4)=[CH:4][CH:3]=1.[C:26](=[O:29])([O-])[O-].[K+].[K+].[C:32]1(C)[CH:37]=[CH:36][CH:35]=[CH:34][CH:33]=1.C(Cl)Cl, predict the reaction product. The product is: [CH3:1][C:2]1[S:6][C:5]([C:7]2[CH:8]=[CH:9][C:10]3[N:11]([C:32]4[CH:37]=[CH:36][C:35]([O:29][CH3:26])=[CH:34][CH:33]=4)[C:12]4[C:17]([C:18]=3[CH:19]=2)=[CH:16][C:15]([C:20]2[S:21][C:22]([CH3:25])=[CH:23][CH:24]=2)=[CH:14][CH:13]=4)=[CH:4][CH:3]=1. (7) The product is: [ClH:38].[F:37][CH:2]([F:1])[O:3][C:4]1[CH:9]=[CH:8][C:7]([N:10]2[CH:14]=[N:13][C:12]([C:15]([NH:17][C:18]3[CH:19]=[CH:20][C:21]([C@@H:24]4[O:29][CH2:28][CH2:27][NH:26][CH2:25]4)=[CH:22][CH:23]=3)=[O:16])=[N:11]2)=[CH:6][CH:5]=1. Given the reactants [F:1][CH:2]([F:37])[O:3][C:4]1[CH:9]=[CH:8][C:7]([N:10]2[CH:14]=[N:13][C:12]([C:15]([NH:17][C:18]3[CH:23]=[CH:22][C:21]([C@@H:24]4[O:29][CH2:28][CH2:27][N:26](C(OC(C)(C)C)=O)[CH2:25]4)=[CH:20][CH:19]=3)=[O:16])=[N:11]2)=[CH:6][CH:5]=1.[ClH:38].CCOCC, predict the reaction product. (8) Given the reactants [C:1](O)(=O)[CH2:2][C:3]([OH:5])=[O:4].C=O.C1(N[CH:17]2[CH2:22]CCCC2)CCCCC1.[CH2:23]([SH:25])C, predict the reaction product. The product is: [CH2:22]([S:25][CH2:23][C:2](=[CH2:1])[C:3]([OH:5])=[O:4])[CH3:17].